This data is from CYP2C9 inhibition data for predicting drug metabolism from PubChem BioAssay. The task is: Regression/Classification. Given a drug SMILES string, predict its absorption, distribution, metabolism, or excretion properties. Task type varies by dataset: regression for continuous measurements (e.g., permeability, clearance, half-life) or binary classification for categorical outcomes (e.g., BBB penetration, CYP inhibition). Dataset: cyp2c9_veith. (1) The drug is Cc1nc2cnc(N3CCNCC3)nc2n(C)c1=O. The result is 0 (non-inhibitor). (2) The compound is OC[C@@H]1NC[C@@H](O)[C@H]1O. The result is 0 (non-inhibitor). (3) The compound is CO[C@H]1COC(=O)[C@@H](C)COC(=O)[C@@H](Cc2ccccc2)NC(=O)C/C=C\[C@H]1C. The result is 0 (non-inhibitor). (4) The compound is C=C(C)[C@@H]1[C@@H]2C(=O)O[C@H]1[C@H]1OC(=O)[C@@]34O[C@@H]3C[C@]2(O)[C@]14C. The result is 0 (non-inhibitor). (5) The drug is O=C(NCc1ccccc1)[C@H]1C[C@@H]1[C@H](NP(=O)(c1ccccc1)c1ccccc1)c1ccccc1. The result is 1 (inhibitor).